Dataset: Catalyst prediction with 721,799 reactions and 888 catalyst types from USPTO. Task: Predict which catalyst facilitates the given reaction. (1) Reactant: [Br:1]Br.[Cl:3][C:4]1[CH:9]=[C:8]([S:10]([CH3:13])(=[O:12])=[O:11])[CH:7]=[CH:6][C:5]=1[C:14](=[O:21])[CH2:15][C:16]([CH:18]1[CH2:20][CH2:19]1)=[O:17]. Product: [Br:1][CH:15]([C:16]([CH:18]1[CH2:19][CH2:20]1)=[O:17])[C:14]([C:5]1[CH:6]=[CH:7][C:8]([S:10]([CH3:13])(=[O:12])=[O:11])=[CH:9][C:4]=1[Cl:3])=[O:21]. The catalyst class is: 4. (2) The catalyst class is: 2. Product: [CH3:49][C:50]1([CH3:57])[O:55][CH2:54][CH:53]([N:44]2[CH2:43][CH2:42][C:41]3[C:46](=[CH:47][CH:48]=[C:39]([C:36]4[N:35]=[C:34]([C:29]5[CH:30]=[C:31]([C:32]#[N:33])[C:26]([O:25][CH:23]([CH3:22])[CH3:24])=[N:27][CH:28]=5)[O:38][N:37]=4)[CH:40]=3)[CH2:45]2)[CH2:52][O:51]1. Reactant: C(O[BH-](OC(=O)C)OC(=O)C)(=O)C.[Na+].FC(F)(F)C(O)=O.[CH3:22][CH:23]([O:25][C:26]1[C:31]([C:32]#[N:33])=[CH:30][C:29]([C:34]2[O:38][N:37]=[C:36]([C:39]3[CH:40]=[C:41]4[C:46](=[CH:47][CH:48]=3)[CH2:45][NH:44][CH2:43][CH2:42]4)[N:35]=2)=[CH:28][N:27]=1)[CH3:24].[CH3:49][C:50]1([CH3:57])[O:55][CH2:54][C:53](=O)[CH2:52][O:51]1.C(=O)([O-])O.[Na+]. (3) The catalyst class is: 162. Product: [F:1][C:2]1[CH:9]=[CH:8][C:7]([F:10])=[CH:6][C:3]=1[CH:4]=[C:12]([CH3:11])[CH:13]=[O:14]. Reactant: [F:1][C:2]1[CH:9]=[CH:8][C:7]([F:10])=[CH:6][C:3]=1[CH:4]=O.[CH3:11][CH2:12][CH:13]=[O:14].[OH-].[Na+]. (4) Reactant: [C:1]([O:4][CH2:5][CH2:6][CH2:7][N:8]1[C:13](=[O:14])[C:12]2[N:15]([CH2:18][C:19]3[CH:24]=[CH:23][C:22]([Cl:25])=[CH:21][CH:20]=3)[CH:16]=[CH:17][C:11]=2[N:10]([CH3:26])[C:9]1=[O:27])(=[O:3])[CH3:2].C1C(=O)N([Br:35])C(=O)C1. Product: [C:1]([O:4][CH2:5][CH2:6][CH2:7][N:8]1[C:13](=[O:14])[C:12]2[N:15]([CH2:18][C:19]3[CH:20]=[CH:21][C:22]([Cl:25])=[CH:23][CH:24]=3)[CH:16]=[C:17]([Br:35])[C:11]=2[N:10]([CH3:26])[C:9]1=[O:27])(=[O:3])[CH3:2]. The catalyst class is: 34. (5) Reactant: [CH3:1][N:2]([CH3:33])[C:3]1([C:27]2[CH:32]=[CH:31][CH:30]=[CH:29][CH:28]=2)[CH2:8][CH2:7][C:6](=[CH:9][C:10]([NH:12][CH2:13][CH2:14][CH2:15][CH2:16][CH2:17][C:18]2[C:26]3[C:21](=[CH:22][CH:23]=[CH:24][CH:25]=3)[NH:20][CH:19]=2)=[O:11])[CH2:5][CH2:4]1.[Cl:34][Si](C)(C)C. Product: [ClH:34].[CH3:33][N:2]([CH3:1])[C:3]1([C:27]2[CH:28]=[CH:29][CH:30]=[CH:31][CH:32]=2)[CH2:4][CH2:5][C:6](=[CH:9][C:10]([NH:12][CH2:13][CH2:14][CH2:15][CH2:16][CH2:17][C:18]2[C:26]3[C:21](=[CH:22][CH:23]=[CH:24][CH:25]=3)[NH:20][CH:19]=2)=[O:11])[CH2:7][CH2:8]1. The catalyst class is: 573. (6) The catalyst class is: 6. Product: [CH3:11][N:8]1[CH:7]=[N:6][C:5]2[C:9]1=[N:10][C:2]([NH:20][C@H:21]([CH2:24][CH3:25])[CH2:22][OH:23])=[N:3][C:4]=2[NH:12][CH2:13][C:14]1[S:15][C:16]([CH3:19])=[CH:17][CH:18]=1. Reactant: Cl[C:2]1[N:10]=[C:9]2[C:5]([N:6]=[CH:7][N:8]2[CH3:11])=[C:4]([NH:12][CH2:13][C:14]2[S:15][C:16]([CH3:19])=[CH:17][CH:18]=2)[N:3]=1.[NH2:20][CH:21]([CH2:24][CH3:25])[CH2:22][OH:23]. (7) Reactant: [C:13](P([C:13]([CH3:16])([CH3:15])[CH3:14])(N(CC)CC)([O-])[O-])([CH3:16])([CH3:15])[CH3:14].[CH:17]1([N:20]([CH2:54][CH2:55][OH:56])[CH2:21][CH2:22][CH2:23][O:24][C:25]2[CH:34]=[C:33]3[C:28]([C:29]([NH:35][C:36]4[CH:40]=[C:39]([CH2:41][C:42]([NH:44][C:45]5[CH:50]=[CH:49][CH:48]=[C:47]([F:51])[CH:46]=5)=[O:43])[NH:38][N:37]=4)=[N:30][CH:31]=[N:32]3)=[CH:27][C:26]=2[O:52][CH3:53])[CH2:19][CH2:18]1.N1C=NN=N1.[O-]O.[C:64]1([CH:70](C)C)[CH:69]=CC=C[CH:65]=1.[P:73]([O:80]CC)([O:77]CC)[O:74]CC. Product: [P:73]([O:56][CH2:55][CH2:54][N:20]([CH:17]1[CH2:18][CH2:19]1)[CH2:21][CH2:22][CH2:23][O:24][C:25]1[CH:34]=[C:33]2[C:28]([C:29]([NH:35][C:36]3[CH:40]=[C:39]([CH2:41][C:42]([NH:44][C:45]4[CH:50]=[CH:49][CH:48]=[C:47]([F:51])[CH:46]=4)=[O:43])[NH:38][N:37]=3)=[N:30][CH:31]=[N:32]2)=[CH:27][C:26]=1[O:52][CH3:53])([O:80][C:13]([CH3:14])([CH3:15])[CH3:16])([O:77][C:64]([CH3:70])([CH3:69])[CH3:65])=[O:74]. The catalyst class is: 35. (8) Reactant: [CH3:1][O-:2].[Na+].Br[N:5]1[C:9](=[O:10])CCC1=O.[N:12]1([C:18]2[CH:26]=[C:25]([C:27]3[CH:32]=[CH:31][CH:30]=[CH:29][C:28]=3[CH3:33])[C:21](C(N)=O)=[CH:20][N:19]=2)[CH2:17][CH2:16][O:15][CH2:14][CH2:13]1.Cl. Product: [CH3:1][O:2][C:9](=[O:10])[NH:5][C:21]1[CH:20]=[N:19][C:18]([N:12]2[CH2:13][CH2:14][O:15][CH2:16][CH2:17]2)=[CH:26][C:25]=1[C:27]1[CH:32]=[CH:31][CH:30]=[CH:29][C:28]=1[CH3:33]. The catalyst class is: 4.